Task: Predict the product of the given reaction.. Dataset: Forward reaction prediction with 1.9M reactions from USPTO patents (1976-2016) (1) Given the reactants [Br:1][C:2]1[CH:3]=[CH:4][C:5]([C:8]([OH:10])=O)=[N:6][CH:7]=1.[F:11][C:12]([F:18])([F:17])[C:13]1([NH2:16])[CH2:15][CH2:14]1.F[P-](F)(F)(F)(F)F.N1(O[P+](N(C)C)(N(C)C)N(C)C)C2C=CC=CC=2N=N1.C(N(CC)CC)C, predict the reaction product. The product is: [Br:1][C:2]1[CH:3]=[CH:4][C:5]([C:8]([NH:16][C:13]2([C:12]([F:18])([F:17])[F:11])[CH2:15][CH2:14]2)=[O:10])=[N:6][CH:7]=1. (2) The product is: [C:25]([O:29][C:30]([N:32]1[CH2:33][CH2:34][CH2:35][C:36]1=[O:37])=[O:31])([CH3:28])([CH3:26])[CH3:27]. Given the reactants C1(C)C=CC(S([O-])(=O)=O)=CC=1.CN(C)C=[N+](C)C.CC(C)([O-])C.[K+].[C:25]([O:29][C:30]([N:32]1[C:36](=[O:37])[CH2:35][CH2:34][C@H:33]1CC1C=CC(C2C=CC=CC=2)=CC=1)=[O:31])([CH3:28])([CH3:27])[CH3:26], predict the reaction product. (3) Given the reactants [N+:1]([C:4]1[CH:23]=[CH:22][C:7]([O:8][CH:9]2[CH2:14][CH2:13][N:12](C(OC(C)(C)C)=O)[CH2:11][CH2:10]2)=[CH:6][CH:5]=1)([O-:3])=[O:2].FC(F)(F)C(O)=O, predict the reaction product. The product is: [N+:1]([C:4]1[CH:23]=[CH:22][C:7]([O:8][CH:9]2[CH2:10][CH2:11][NH:12][CH2:13][CH2:14]2)=[CH:6][CH:5]=1)([O-:3])=[O:2]. (4) Given the reactants [N+](=[CH2:3])=[N-].[CH3:4][C:5]([CH3:12])=[CH:6][CH2:7][CH2:8][C:9]([OH:11])=[O:10], predict the reaction product. The product is: [CH3:4][C:5]([CH3:12])=[CH:6][CH2:7][CH2:8][C:9]([O:11][CH3:3])=[O:10]. (5) Given the reactants [NH2:1][C:2]1[CH:17]=[C:16]([N+:18]([O-:20])=[O:19])[CH:15]=[CH:14][C:3]=1[C:4]([NH:6][C:7]1[CH:12]=[CH:11][CH:10]=[CH:9][C:8]=1[Cl:13])=[O:5].[Cl:21][CH2:22][C:23](Cl)=O, predict the reaction product. The product is: [Cl:21][CH2:22][C:23]1[N:6]([C:7]2[CH:12]=[CH:11][CH:10]=[CH:9][C:8]=2[Cl:13])[C:4](=[O:5])[C:3]2[C:2](=[CH:17][C:16]([N+:18]([O-:20])=[O:19])=[CH:15][CH:14]=2)[N:1]=1. (6) Given the reactants F[C:2](F)(F)C(O)=O.[NH:8]1[CH2:11][CH:10]([O:12][C:13]2[CH:18]=[CH:17][C:16]([N:19]3[CH:24]=[CH:23][C:22]4[CH:25]=[C:26]([C:28]5[CH:33]=[CH:32][C:31]([Cl:34])=[CH:30][CH:29]=5)[S:27][C:21]=4[C:20]3=[O:35])=[CH:15][C:14]=2[O:36][CH3:37])[CH2:9]1.CO.C=O.C([BH3-])#N.[Na+], predict the reaction product. The product is: [Cl:34][C:31]1[CH:30]=[CH:29][C:28]([C:26]2[S:27][C:21]3[C:20](=[O:35])[N:19]([C:16]4[CH:17]=[CH:18][C:13]([O:12][CH:10]5[CH2:9][N:8]([CH3:2])[CH2:11]5)=[C:14]([O:36][CH3:37])[CH:15]=4)[CH:24]=[CH:23][C:22]=3[CH:25]=2)=[CH:33][CH:32]=1. (7) Given the reactants [F:1][C:2]1[C:3]([C:13](=[O:29])/[C:14](/[C:23]2[N:27]([CH3:28])[N:26]=[CH:25][N:24]=2)=[CH:15]/[C:16]2[CH:21]=[CH:20][C:19]([F:22])=[CH:18][CH:17]=2)=[C:4]([CH:9]=[C:10]([F:12])[CH:11]=1)[C:5]([O:7][CH3:8])=[O:6].C1CCN2C(=NCCC2)CC1.O[CH:42]1[CH2:47][C:46](=[O:48])[NH:45][C:43]1=[O:44].O.C1C[O:53][CH2:52]C1, predict the reaction product. The product is: [CH3:8][O:7][C:5](=[O:6])[C:4]1[CH:9]=[C:10]([F:12])[CH:11]=[C:2]([F:1])[C:3]=1[C:13](=[O:29])[CH:14]([C:23]1[N:27]([CH3:28])[N:26]=[CH:25][N:24]=1)[CH:15]([C:16]1[CH:17]=[CH:18][C:19]([F:22])=[CH:20][CH:21]=1)[CH2:52][O:53][N:45]1[C:46](=[O:48])[CH2:47][CH2:42][C:43]1=[O:44]. (8) Given the reactants [CH2:1]([N:8]1[C:17](=[O:18])[C:16]2[C:11](=[CH:12][C:13]([C:19]([O:21][CH3:22])=[O:20])=[CH:14][CH:15]=2)[N:10]=[C:9]1Cl)[C:2]1[CH:7]=[CH:6][CH:5]=[CH:4][CH:3]=1.C(N(CC)C(C)C)(C)C.[Cl:33][C:34]1[CH:41]=[CH:40][C:37]([CH2:38][NH2:39])=[CH:36][CH:35]=1, predict the reaction product. The product is: [CH2:1]([N:8]1[C:17](=[O:18])[C:16]2[C:11](=[CH:12][C:13]([C:19]([O:21][CH3:22])=[O:20])=[CH:14][CH:15]=2)[N:10]=[C:9]1[NH:39][CH2:38][C:37]1[CH:40]=[CH:41][C:34]([Cl:33])=[CH:35][CH:36]=1)[C:2]1[CH:7]=[CH:6][CH:5]=[CH:4][CH:3]=1. (9) The product is: [CH2:1]([NH2:19])[CH2:2][CH2:3][CH2:4][CH2:5][CH2:6][CH2:7][CH2:8][CH2:9][CH2:10][CH2:11][CH2:12][CH2:13][CH2:14][CH2:15][CH2:16][CH2:17][CH3:18]. Given the reactants [CH2:1]([NH2:19])[CH2:2][CH2:3][CH2:4][CH2:5][CH2:6][CH2:7][CH2:8]/[CH:9]=[CH:10]\[CH2:11][CH2:12][CH2:13][CH2:14][CH2:15][CH2:16][CH2:17][CH3:18].[H][H], predict the reaction product. (10) Given the reactants [OH:1][C:2]1[C:3]([CH2:10][OH:11])=[N:4][C:5]([CH2:8][OH:9])=[CH:6][CH:7]=1.C([O-])([O-])=O.[K+].[K+].[CH2:18](Br)[C:19]1[CH:24]=[CH:23][CH:22]=[CH:21][CH:20]=1, predict the reaction product. The product is: [CH2:18]([O:1][C:2]1[C:3]([CH2:10][OH:11])=[N:4][C:5]([CH2:8][OH:9])=[CH:6][CH:7]=1)[C:19]1[CH:24]=[CH:23][CH:22]=[CH:21][CH:20]=1.